From a dataset of Full USPTO retrosynthesis dataset with 1.9M reactions from patents (1976-2016). Predict the reactants needed to synthesize the given product. (1) Given the product [F:11][C:9]([F:12])([F:10])[C:8]1[C:3]([N:1]2[C:24]([OH:25])=[C:15]3[C:14]([CH2:23][CH2:22][C:21]4[CH:20]=[CH:19][CH:18]=[CH:17][C:16]=43)=[N:2]2)=[N:4][CH:5]=[CH:6][CH:7]=1, predict the reactants needed to synthesize it. The reactants are: [NH:1]([C:3]1[C:8]([C:9]([F:12])([F:11])[F:10])=[CH:7][CH:6]=[CH:5][N:4]=1)[NH2:2].O=[C:14]1[CH2:23][CH2:22][C:21]2[C:16](=[CH:17][CH:18]=[CH:19][CH:20]=2)[CH:15]1[C:24](OCC)=[O:25]. (2) The reactants are: C([O:3][C:4](=[O:29])[C:5]([S:18]([C:21]1[CH:26]=[CH:25][C:24]([O:27][CH3:28])=[CH:23][CH:22]=1)(=[O:20])=[O:19])([CH2:11][C:12]1[CH:13]=[N:14][CH:15]=[CH:16][CH:17]=1)[CH2:6][CH:7]=[C:8]([CH3:10])[CH3:9])C. Given the product [CH3:28][O:27][C:24]1[CH:25]=[CH:26][C:21]([S:18]([C:5]([CH2:11][C:12]2[CH:13]=[N:14][CH:15]=[CH:16][CH:17]=2)([CH2:6][CH:7]=[C:8]([CH3:10])[CH3:9])[C:4]([OH:29])=[O:3])(=[O:20])=[O:19])=[CH:22][CH:23]=1, predict the reactants needed to synthesize it. (3) The reactants are: [H-].[Na+].[Cl:3][C:4]1[CH:5]=[C:6]([NH:10][C:11]([C:13]2[S:17][CH:16]=[N:15][C:14]=2[CH3:18])=[O:12])[CH:7]=[CH:8][CH:9]=1.Br[CH:20]([F:34])[C:21]1[C:30]2[C:25](=[C:26]([F:31])[CH:27]=[CH:28][CH:29]=2)[N:24]=[C:23]([O:32][CH3:33])[CH:22]=1.CCOC(C)=O. Given the product [Cl:3][C:4]1[CH:5]=[C:6]([N:10]([CH:20]([F:34])[C:21]2[C:30]3[C:25](=[C:26]([F:31])[CH:27]=[CH:28][CH:29]=3)[N:24]=[C:23]([O:32][CH3:33])[CH:22]=2)[C:11]([C:13]2[S:17][CH:16]=[N:15][C:14]=2[CH3:18])=[O:12])[CH:7]=[CH:8][CH:9]=1, predict the reactants needed to synthesize it. (4) Given the product [C:25]([O:28][CH2:29][C:30]1[N:9]([CH2:8][C:4]2[CH:5]=[CH:6][CH:7]=[C:2]([Cl:1])[C:3]=2[CH3:24])[C:10]2[N:11]=[C:12]([N:18]3[CH2:19][CH2:20][O:21][CH2:22][CH2:23]3)[S:13][C:14]=2[C:15](=[O:16])[N:17]=1)(=[O:27])[CH3:26], predict the reactants needed to synthesize it. The reactants are: [Cl:1][C:2]1[C:3]([CH3:24])=[C:4]([CH2:8][NH:9][C:10]2[N:11]=[C:12]([N:18]3[CH2:23][CH2:22][O:21][CH2:20][CH2:19]3)[S:13][C:14]=2[C:15]([NH2:17])=[O:16])[CH:5]=[CH:6][CH:7]=1.[C:25]([O:28][CH2:29][C:30](Cl)=O)(=[O:27])[CH3:26]. (5) Given the product [CH3:20][C@:17]12[C@@:16]3([CH3:21])[C@@H:7]([C@:8]4([CH3:34])[C@@H:13]([CH2:14][CH2:15]3)[C:12]([CH3:22])([CH3:23])[C:11]([C:24]3[CH:33]=[CH:32][C:27]([C:28]([OH:30])=[O:29])=[CH:26][CH:25]=3)=[CH:10][CH2:9]4)[CH2:6][CH2:5][C@@H:4]1[C@H:3]1[C@H:35]([C:38]([CH3:40])=[CH2:39])[CH2:36][CH2:37][C@:2]1([NH:1][C:94](=[O:95])[CH2:93][N:90]1[CH2:91][CH2:92][S:87][CH2:88][CH2:89]1)[CH2:19][CH2:18]2, predict the reactants needed to synthesize it. The reactants are: [NH2:1][C@:2]12[CH2:37][CH2:36][C@@H:35]([C:38]([CH3:40])=[CH2:39])[C@@H:3]1[C@@H:4]1[C@@:17]([CH3:20])([CH2:18][CH2:19]2)[C@@:16]2([CH3:21])[C@@H:7]([C@:8]3([CH3:34])[C@@H:13]([CH2:14][CH2:15]2)[C:12]([CH3:23])([CH3:22])[C:11]([C:24]2[CH:33]=[CH:32][C:27]([C:28]([O:30]C)=[O:29])=[CH:26][CH:25]=2)=[CH:10][CH2:9]3)[CH2:6][CH2:5]1.CN(C)CCC(N[C@]12CC[C@@H](C(C)=C)[C@@H]1[C@@H]1[C@@](C)(CC2)[C@@]2(C)[C@@H]([C@]3(C)[C@@H](CC2)C(C)(C)C(C2C=CC(C(O)=O)=CC=2)=CC3)CC1)=O.[S:87]1[CH2:92][CH2:91][N:90]([CH2:93][C:94](O)=[O:95])[CH2:89][CH2:88]1. (6) Given the product [CH3:1][C@H:2]([CH2:4][CH2:5][CH2:6][CH2:7][CH3:13])[CH2:3][CH2:17][C:15]([OH:18])=[O:16], predict the reactants needed to synthesize it. The reactants are: [CH3:1][C:2](=[CH:4][CH2:5][CH2:6][C@H:7]([CH3:13])CCCCC)[CH3:3].C[C:15]([CH3:17])=[O:16].[OH:18]S(O)(=O)=O.O=[Cr](=O)=O.O.[O-]S([O-])(=O)=O.[Na+].[Na+]. (7) Given the product [Cl:1][C:2]1[CH:3]=[CH:4][C:5]([CH3:18])=[C:6]([C:8]2[C:9]([C:13]([O:15][CH2:16][CH3:17])=[O:14])=[CH:10][N:11]([CH2:26][CH2:27][O:28][CH3:29])[N:12]=2)[CH:7]=1, predict the reactants needed to synthesize it. The reactants are: [Cl:1][C:2]1[CH:3]=[CH:4][C:5]([CH3:18])=[C:6]([C:8]2[NH:12][N:11]=[CH:10][C:9]=2[C:13]([O:15][CH2:16][CH3:17])=[O:14])[CH:7]=1.C(=O)([O-])[O-].[Cs+].[Cs+].Br[CH2:26][CH2:27][O:28][CH3:29].